From a dataset of Forward reaction prediction with 1.9M reactions from USPTO patents (1976-2016). Predict the product of the given reaction. (1) Given the reactants CC(C)(OC(=O)[NH:6][CH2:7][CH2:8][O:9][CH2:10][CH2:11][O:12][CH2:13][CH2:14][O:15][CH2:16][CH2:17][NH:18][C:19](=[O:27])[CH2:20][CH2:21][CH2:22][CH2:23][C:24]([OH:26])=[O:25])C.Cl.COC(N1C(=O)C=CC1=O)=O, predict the reaction product. The product is: [NH2:6][CH2:7][CH2:8][O:9][CH2:10][CH2:11][O:12][CH2:13][CH2:14][O:15][CH2:16][CH2:17][NH:18][C:19](=[O:27])[CH2:20][CH2:21][CH2:22][CH2:23][C:24]([OH:26])=[O:25]. (2) Given the reactants [F:1][C:2]1[CH:7]=[CH:6][C:5]([CH2:8][CH2:9][C:10]2[N:11]([C:15]3[CH:20]=[CH:19][C:18]([NH:21][C:22]4[CH:31]=[CH:30][C:29]5[C:24](=[CH:25][CH:26]=[CH:27][CH:28]=5)[C:23]=4[NH:32][C:33](=[O:40])[CH2:34][C:35](OCC)=[O:36])=[CH:17][CH:16]=3)[CH:12]=[CH:13][N:14]=2)=[CH:4][CH:3]=1.[N+](C1C2C(=CC=CC=2)C=CC=1NC1C=CC(N)=CC=1)([O-])=O.FC1C=CC(CCC(O)=O)=CC=1.O=C(NC1C2C(=CC=CC=2)C=CC=1NC1C=CC=C(N2C(CCC3C=CC=CN=3)=NN=N2)C=1)C(OCC)=O.Cl.COC1C=CC=CC=1CCC1N(C2C=CC(N3C(=O)CC(=O)NC4C5C(C=CC3=4)=CC=CC=5)=CC=2)C=CN=1.N1C=CC=CC=1CCC1N(C2C=C(NC3C(N)=CC=C4C=3C=CC=C4)C=CC=2)N=NN=1.Cl.N1C=CC=CC=1CCC1N(C2C=C(N3C4C=CC5C=CC=CC=5C=4NC(=O)C3=O)C=CC=2)N=NN=1, predict the reaction product. The product is: [F:1][C:2]1[CH:3]=[CH:4][C:5]([CH2:8][CH2:9][C:10]2[N:11]([C:15]3[CH:20]=[CH:19][C:18]([N:21]4[C:35](=[O:36])[CH2:34][C:33](=[O:40])[NH:32][C:23]5[C:24]6[C:29]([CH:30]=[CH:31][C:22]4=5)=[CH:28][CH:27]=[CH:26][CH:25]=6)=[CH:17][CH:16]=3)[CH:12]=[CH:13][N:14]=2)=[CH:6][CH:7]=1. (3) Given the reactants C(OC(=O)N(CCCC1CC2C(=CC=C([Cl:22])C=2)NC1)C)(C)(C)C.[CH3:24][NH:25][CH2:26][CH2:27][CH2:28][CH:29]1[CH2:38][C:37]2[C:32](=[CH:33][CH:34]=[CH:35][CH:36]=2)[N:31]([C:39]2[CH:44]=[CH:43][C:42](C)=[CH:41][CH:40]=2)[C:30]1=[O:46], predict the reaction product. The product is: [Cl:22][C:35]1[CH:36]=[C:37]2[C:32](=[CH:33][CH:34]=1)[N:31]([C:39]1[CH:44]=[CH:43][CH:42]=[CH:41][CH:40]=1)[C:30](=[O:46])[CH:29]([CH2:28][CH2:27][CH2:26][NH:25][CH3:24])[CH2:38]2.